From a dataset of Forward reaction prediction with 1.9M reactions from USPTO patents (1976-2016). Predict the product of the given reaction. (1) Given the reactants [Cl:1][C:2]1[C:3]([CH3:27])=[C:4]([CH:20]2[CH2:24][C:23](=[O:25])[N:22]([CH3:26])[CH2:21]2)[C:5]([O:18][CH3:19])=[C:6]([CH:8]([NH:10]C(=O)OC(C)(C)C)[CH3:9])[CH:7]=1.[F:28][C:29]([F:34])([F:33])[C:30]([OH:32])=[O:31], predict the reaction product. The product is: [F:28][C:29]([F:34])([F:33])[C:30]([OH:32])=[O:31].[NH2:10][CH:8]([C:6]1[C:5]([O:18][CH3:19])=[C:4]([CH:20]2[CH2:21][N:22]([CH3:26])[C:23](=[O:25])[CH2:24]2)[C:3]([CH3:27])=[C:2]([Cl:1])[CH:7]=1)[CH3:9]. (2) The product is: [CH2:1]([O:8][C:9]([N:11]1[CH2:15][CH2:14][CH2:13][C@H:12]1[C:16]([N:19]1[C:27]2[C:22](=[CH:23][CH:24]=[CH:25][CH:26]=2)[CH2:21][CH2:20]1)=[O:17])=[O:10])[C:2]1[CH:7]=[CH:6][CH:5]=[CH:4][CH:3]=1. Given the reactants [CH2:1]([O:8][C:9]([N:11]1[CH2:15][CH2:14][CH2:13][C@H:12]1[C:16](Cl)=[O:17])=[O:10])[C:2]1[CH:7]=[CH:6][CH:5]=[CH:4][CH:3]=1.[NH:19]1[C:27]2[C:22](=[CH:23][CH:24]=[CH:25][CH:26]=2)[CH2:21][CH2:20]1.N1C=CC=CC=1, predict the reaction product. (3) The product is: [CH3:36][O:37][C:38]([C:40]1[S:44][C:43]([NH:45][C:16]([C@@H:12]2[CH2:13][CH2:14][CH2:15][N:11]2[C:9]([O:8][CH2:1][C:2]2[CH:7]=[CH:6][CH:5]=[CH:4][CH:3]=2)=[O:10])=[O:35])=[N:42][C:41]=1[C:46]1[CH:47]=[CH:48][C:49]([C:52](=[O:57])[NH:53][CH:54]2[CH2:56][CH2:55]2)=[CH:50][CH:51]=1)=[O:39]. Given the reactants [CH2:1]([O:8][C:9]([N:11]1[CH2:15][CH2:14][CH2:13][C@H:12]1[C:16](=[O:35])NC1SC(C2C=CC=C(C(=O)NC3CC3)C=2)=CN=1)=[O:10])[C:2]1[CH:7]=[CH:6][CH:5]=[CH:4][CH:3]=1.[CH3:36][O:37][C:38]([C:40]1[S:44][C:43]([NH2:45])=[N:42][C:41]=1[C:46]1[CH:51]=[CH:50][C:49]([C:52](=[O:57])[NH:53][CH:54]2[CH2:56][CH2:55]2)=[CH:48][CH:47]=1)=[O:39].CN(C(ON1N=NC2C=CC=NC1=2)=[N+](C)C)C.F[P-](F)(F)(F)(F)F.CCN(C(C)C)C(C)C.C(OC(N1CCC[C@H]1C(O)=O)=O)C1C=CC=CC=1, predict the reaction product. (4) The product is: [OH:9][CH2:10][C@:11]12[CH2:46][CH2:45][C@@H:44]([C:47]([CH3:49])=[CH2:48])[C@@H:12]1[C@@H:13]1[C@@:26]([CH3:29])([CH2:27][CH2:28]2)[C@@:25]2([CH3:30])[C@@H:16]([C@:17]3([CH3:43])[C@@H:22]([CH2:23][CH2:24]2)[C:21]([CH3:31])([CH3:32])[C:20]([C:33]2[CH:37]=[C:36]([C:38]([OH:40])=[O:39])[NH:35][N:34]=2)=[CH:19][CH2:18]3)[CH2:15][CH2:14]1. Given the reactants C([O:9][CH2:10][C@:11]12[CH2:46][CH2:45][C@@H:44]([C:47]([CH3:49])=[CH2:48])[C@@H:12]1[C@@H:13]1[C@@:26]([CH3:29])([CH2:27][CH2:28]2)[C@@:25]2([CH3:30])[C@@H:16]([C@:17]3([CH3:43])[C@@H:22]([CH2:23][CH2:24]2)[C:21]([CH3:32])([CH3:31])[C:20]([C:33]2[CH:37]=[C:36]([C:38]([O:40]CC)=[O:39])[NH:35][N:34]=2)=[CH:19][CH2:18]3)[CH2:15][CH2:14]1)(=O)C1C=CC=CC=1.O.O.[OH-].[Li+], predict the reaction product.